From a dataset of Reaction yield outcomes from USPTO patents with 853,638 reactions. Predict the reaction yield, written as a fraction of the theoretical maximum amount of product (1.0 means a 100% yield; for example, 0.34 means a 34% yield). (1) The reactants are [F:1][C:2]1[CH:20]=[CH:19][C:5]([CH2:6][NH:7][C@H:8]2[C@H:13]3[CH2:14][C@H:10]([CH2:11][CH2:12]3)[C@H:9]2[C:15](OC)=[O:16])=[CH:4][CH:3]=1.[CH3:21][S:22]([NH:25][C:26]1[CH:41]=[CH:40][C:29]2[NH:30][C:31]([CH2:36][C:37](O)=[O:38])=[CH:32][S:33](=[O:35])(=[O:34])[C:28]=2[CH:27]=1)(=[O:24])=[O:23].CN1CCOCC1.Cl.CN(C)CCCN=C=NCC.[O-]CC.[Na+]. The catalyst is CN(C)C=O.C(O)C. The product is [F:1][C:2]1[CH:20]=[CH:19][C:5]([CH2:6][N:7]2[C:37](=[O:38])[C:36]([C:31]3[NH:30][C:29]4[CH:40]=[CH:41][C:26]([NH:25][S:22]([CH3:21])(=[O:23])=[O:24])=[CH:27][C:28]=4[S:33](=[O:35])(=[O:34])[CH:32]=3)=[C:15]([OH:16])[C@H:9]3[C@@H:8]2[C@H:13]2[CH2:14][C@@H:10]3[CH2:11][CH2:12]2)=[CH:4][CH:3]=1. The yield is 0.0530. (2) The reactants are [F:1][C:2]([F:27])([F:26])[C:3]([N:5]1[CH2:10][CH2:9][CH2:8][C@@H:7]2[C:11]3[CH:12]=[C:13](OS(C(F)(F)F)(=O)=O)[CH:14]=[CH:15][C:16]=3[CH2:17][C@H:6]12)=[O:4].[CH3:28][N:29]1[CH:33]=[C:32](B(O)O)[CH:31]=[N:30]1. No catalyst specified. The product is [F:1][C:2]([F:27])([F:26])[C:3]([N:5]1[CH2:10][CH2:9][CH2:8][C@@H:7]2[C:11]3[CH:12]=[C:13]([C:32]4[CH:31]=[N:30][N:29]([CH3:28])[CH:33]=4)[CH:14]=[CH:15][C:16]=3[CH2:17][C@H:6]12)=[O:4]. The yield is 0.320. (3) The reactants are Cl[C:2]1[CH:7]=[C:6]([NH:8][C:9]2[CH:19]=[CH:18][CH:17]=[CH:16][C:10]=2[C:11]([NH:13][O:14][CH3:15])=[O:12])[C:5]([Cl:20])=[CH:4][N:3]=1.[CH3:21][N:22]1[C:26]([CH3:27])=[C:25]([NH2:28])[CH:24]=[N:23]1.C(=O)([O-])[O-].[Cs+].[Cs+].C1C=CC(P(C2C(C3C(P(C4C=CC=CC=4)C4C=CC=CC=4)=CC=C4C=3C=CC=C4)=C3C(C=CC=C3)=CC=2)C2C=CC=CC=2)=CC=1. The catalyst is C([O-])(=O)C.[Pd+2].C([O-])(=O)C.O1CCOCC1.C1COCC1. The product is [Cl:20][C:5]1[C:6]([NH:8][C:9]2[CH:19]=[CH:18][CH:17]=[CH:16][C:10]=2[C:11]([NH:13][O:14][CH3:15])=[O:12])=[CH:7][C:2]([NH:28][C:25]2[CH:24]=[N:23][N:22]([CH3:21])[C:26]=2[CH3:27])=[N:3][CH:4]=1. The yield is 0.0730. (4) The reactants are [Br:1][C:2]1[CH:14]=[CH:13][C:12]2[C:11]3[C:6](=[CH:7][C:8]([Br:15])=[CH:9][CH:10]=3)[CH2:5][C:4]=2[CH:3]=1.[H-].[Na+].Cl[CH2:19][CH2:20][N:21]([CH2:29][CH2:30]Cl)[C:22](=[O:28])[O:23][C:24]([CH3:27])([CH3:26])[CH3:25]. The catalyst is C1COCC1. The product is [Br:1][C:2]1[CH:14]=[CH:13][C:12]2[C:11]3[C:6]([C:5]4([CH2:30][CH2:29][N:21]([C:22]([O:23][C:24]([CH3:26])([CH3:25])[CH3:27])=[O:28])[CH2:20][CH2:19]4)[C:4]=2[CH:3]=1)=[CH:7][C:8]([Br:15])=[CH:9][CH:10]=3. The yield is 0.610. (5) The reactants are [NH2:1][C:2]1[CH:21]=[CH:20][C:5]([O:6][C:7]2[C:16]3[C:11](=[CH:12][C:13]([OH:19])=[C:14]([C:17]#[N:18])[CH:15]=3)[N:10]=[CH:9][CH:8]=2)=[CH:4][C:3]=1[Cl:22].CC1C=CC(S(O[CH2:34][C@@H:35]2[CH2:37][O:36]2)(=O)=O)=CC=1. No catalyst specified. The product is [NH2:1][C:2]1[CH:21]=[CH:20][C:5]([O:6][C:7]2[C:16]3[C:11](=[CH:12][C:13]([O:19][CH2:34][C@@H:35]4[CH2:37][O:36]4)=[C:14]([C:17]#[N:18])[CH:15]=3)[N:10]=[CH:9][CH:8]=2)=[CH:4][C:3]=1[Cl:22]. The yield is 0.125. (6) The reactants are [NH2:1][C:2]1[C:11]2[CH:10]=[CH:9][CH:8]=[C:7](Br)[C:6]=2[N:5]=[C:4]2[CH2:13][N:14]([CH:17]3[CH2:20][CH2:19][CH2:18]3)[C:15](=[O:16])[C:3]=12.[F:21][C:22]1[CH:27]=[C:26]([O:28][CH3:29])[CH:25]=[C:24]([F:30])[C:23]=1B(O)O. No catalyst specified. The product is [NH2:1][C:2]1[C:11]2[CH:10]=[CH:9][CH:8]=[C:7]([C:23]3[C:22]([F:21])=[CH:27][C:26]([O:28][CH3:29])=[CH:25][C:24]=3[F:30])[C:6]=2[N:5]=[C:4]2[CH2:13][N:14]([CH:17]3[CH2:20][CH2:19][CH2:18]3)[C:15](=[O:16])[C:3]=12. The yield is 0.0200. (7) The reactants are C([O:8][C:9]1[CH:10]=[CH:11][C:12]([CH2:15][CH:16]([NH:33][C:34](=[O:40])[O:35][C:36]([CH3:39])([CH3:38])[CH3:37])[C:17]([NH:19][C:20]2[CH:25]=[CH:24][C:23]([CH2:26][CH2:27][CH2:28][C:29]([NH:31][OH:32])=[O:30])=[CH:22][CH:21]=2)=[O:18])=[N:13][CH:14]=1)C1C=CC=CC=1. The catalyst is CO.[Pd]. The product is [C:36]([O:35][C:34](=[O:40])[NH:33][CH:16]([CH2:15][C:12]1[CH:11]=[CH:10][C:9]([OH:8])=[CH:14][N:13]=1)[C:17]([NH:19][C:20]1[CH:21]=[CH:22][C:23]([CH2:26][CH2:27][CH2:28][C:29]([NH:31][OH:32])=[O:30])=[CH:24][CH:25]=1)=[O:18])([CH3:39])([CH3:37])[CH3:38]. The yield is 0.890.